Dataset: Forward reaction prediction with 1.9M reactions from USPTO patents (1976-2016). Task: Predict the product of the given reaction. Given the reactants [I:1][C:2]1[CH:3]=[C:4]2[C:8](=[CH:9][CH:10]=1)[NH:7][C:6](=[O:11])[C:5]2=O.[C:13]([OH:19])([C:15](F)(F)F)=[O:14].COC(=O)CC[CH2:25][CH2:26][C:27]([NH:29][C:30]1[CH:46]=[CH:45][C:33]([C:34]([NH:36][NH:37]C(OC(C)(C)C)=O)=[O:35])=[CH:32][CH:31]=1)=[O:28].[C:48](O)(=O)C, predict the reaction product. The product is: [I:1][C:2]1[CH:3]=[C:4]2[C:8](=[CH:9][CH:10]=1)[NH:7][C:6](=[O:11])[C:5]2=[N:37][NH:36][C:34]([C:33]1[CH:45]=[CH:46][C:30]([NH:29][C:27](=[O:28])[CH2:26][CH2:25][CH2:15][C:13]([O:19][CH3:48])=[O:14])=[CH:31][CH:32]=1)=[O:35].